This data is from Full USPTO retrosynthesis dataset with 1.9M reactions from patents (1976-2016). The task is: Predict the reactants needed to synthesize the given product. (1) Given the product [C:30]([O:34][N:35]=[CH:25][CH2:24][CH2:23][N:4]1[C:5]2[CH:6]=[C:7]3[NH:13][C:12]([NH:14][C:15](=[O:22])[C:16]4[CH:17]=[CH:18][CH:19]=[CH:20][CH:21]=4)=[N:11][C:8]3=[CH:9][C:10]=2[C:2]([CH3:28])([CH3:1])[C:3]1=[O:27])([CH3:33])([CH3:32])[CH3:31], predict the reactants needed to synthesize it. The reactants are: [CH3:1][C:2]1([CH3:28])[C:10]2[CH:9]=[C:8]3[N:11]=[C:12]([NH:14][C:15](=[O:22])[C:16]4[CH:21]=[CH:20][CH:19]=[CH:18][CH:17]=4)[NH:13][C:7]3=[CH:6][C:5]=2[N:4]([CH2:23][CH2:24][CH:25]=O)[C:3]1=[O:27].Cl.[C:30]([O:34][NH2:35])([CH3:33])([CH3:32])[CH3:31]. (2) Given the product [CH3:36][O:37][C:38]1[CH:43]=[CH:42][C:41]([CH2:44][S:45][C:5]2[CH:4]=[CH:3][C:2]([CH3:1])=[CH:7][C:6]=2[C:8]2[N:13]=[C:12]([N:14]3[C:18]([C:19]([F:22])([F:21])[F:20])=[C:17]([C:23]([O:25][CH2:26][CH3:27])=[O:24])[CH:16]=[N:15]3)[CH:11]=[CH:10][CH:9]=2)=[CH:40][CH:39]=1, predict the reactants needed to synthesize it. The reactants are: [CH3:1][C:2]1[CH:3]=[CH:4][C:5](OS(C(F)(F)F)(=O)=O)=[C:6]([C:8]2[N:13]=[C:12]([N:14]3[C:18]([C:19]([F:22])([F:21])[F:20])=[C:17]([C:23]([O:25][CH2:26][CH3:27])=[O:24])[CH:16]=[N:15]3)[CH:11]=[CH:10][CH:9]=2)[CH:7]=1.[CH3:36][O:37][C:38]1[CH:43]=[CH:42][C:41]([CH2:44][SH:45])=[CH:40][CH:39]=1.CCN(C(C)C)C(C)C.CC1(C)C2C(=C(P(C3C=CC=CC=3)C3C=CC=CC=3)C=CC=2)OC2C(P(C3C=CC=CC=3)C3C=CC=CC=3)=CC=CC1=2. (3) Given the product [OH:31][NH:30][C:27]([N:24]1[CH2:25][CH2:26][CH:21]([C@@:18]2([CH3:20])[O:17][C:14]3=[CH:15][N:16]=[C:11]([C:8]4[CH2:9][CH2:10][N:5]([S:2]([CH3:1])(=[O:4])=[O:3])[CH2:6][CH:7]=4)[CH:12]=[C:13]3[CH2:19]2)[CH2:22][CH2:23]1)=[NH:28], predict the reactants needed to synthesize it. The reactants are: [CH3:1][S:2]([N:5]1[CH2:10][CH:9]=[C:8]([C:11]2[CH:12]=[C:13]3[CH2:19][C@:18]([CH:21]4[CH2:26][CH2:25][N:24]([C:27]#[N:28])[CH2:23][CH2:22]4)([CH3:20])[O:17][C:14]3=[CH:15][N:16]=2)[CH2:7][CH2:6]1)(=[O:4])=[O:3].Cl.[NH2:30][OH:31]. (4) Given the product [CH3:16][C:15]1[C:10]2[CH:3]([C:4]3[CH:5]=[CH:6][CH:7]=[CH:8][CH:9]=3)[CH2:2][O:19][C:11]=2[C:12]([CH3:18])=[C:13]([CH3:17])[CH:14]=1, predict the reactants needed to synthesize it. The reactants are: O[CH2:2][CH:3]([C:10]1[C:15]([CH3:16])=[CH:14][C:13]([CH3:17])=[C:12]([CH3:18])[C:11]=1[OH:19])[C:4]1[CH:9]=[CH:8][CH:7]=[CH:6][CH:5]=1.